Predict the reactants needed to synthesize the given product. From a dataset of Full USPTO retrosynthesis dataset with 1.9M reactions from patents (1976-2016). (1) Given the product [N+:1]([C:4]1[C:5]([C:10]2[CH:11]=[CH:12][CH:13]=[CH:14][CH:15]=2)=[N+:6]([O-:20])[CH:7]=[CH:8][CH:9]=1)([O-:3])=[O:2], predict the reactants needed to synthesize it. The reactants are: [N+:1]([C:4]1[C:5]([C:10]2[CH:15]=[CH:14][CH:13]=[CH:12][CH:11]=2)=[N:6][CH:7]=[CH:8][CH:9]=1)([O-:3])=[O:2].OO.NC(N)=[O:20].FC(F)(F)C(OC(=O)C(F)(F)F)=O. (2) Given the product [O:1]1[CH:5]=[CH:4][CH:3]=[C:2]1[C:6]1[C:7]2[N:15]=[N:14][N:13]([CH2:16][C:17]3[CH:22]=[CH:21][CH:20]=[C:19]([OH:23])[CH:18]=3)[C:8]=2[N:9]=[C:10]([NH2:12])[N:11]=1, predict the reactants needed to synthesize it. The reactants are: [O:1]1[CH:5]=[CH:4][CH:3]=[C:2]1[C:6]1[C:7]2[N:15]=[N:14][N:13]([CH2:16][C:17]3[CH:22]=[CH:21][CH:20]=[C:19]([O:23]C)[CH:18]=3)[C:8]=2[N:9]=[C:10]([NH2:12])[N:11]=1.B(Br)(Br)Br. (3) Given the product [OH:30][NH:29][C:3]([C:5]1[S:9][C:8]([N:10]2[CH2:15][CH2:14][N:13]([S:16]([C:19]3[CH:20]=[CH:21][C:22]([C:25](=[O:27])[CH3:26])=[CH:23][CH:24]=3)(=[O:18])=[O:17])[CH2:12][CH2:11]2)=[N:7][CH:6]=1)=[O:2], predict the reactants needed to synthesize it. The reactants are: C[O:2][C:3]([C:5]1[S:9][C:8]([N:10]2[CH2:15][CH2:14][N:13]([S:16]([C:19]3[CH:24]=[CH:23][C:22]([C:25](=[O:27])[CH3:26])=[CH:21][CH:20]=3)(=[O:18])=[O:17])[CH2:12][CH2:11]2)=[N:7][CH:6]=1)=O.Cl.[NH2:29][OH:30].C[O-].[Na+].CO.Cl.